From a dataset of Forward reaction prediction with 1.9M reactions from USPTO patents (1976-2016). Predict the product of the given reaction. Given the reactants CC(C[AlH]CC(C)C)C.C[O:11][C:12](=O)[C:13]1[CH:35]=[C:34]([O:36][CH3:37])[CH:33]=[C:15]([C:16]([NH:18][C:19]2[CH:24]=[CH:23][CH:22]=[CH:21][C:20]=2[NH:25][C:26]([O:28][C:29]([CH3:32])([CH3:31])[CH3:30])=[O:27])=[O:17])[CH:14]=1, predict the reaction product. The product is: [C:29]([O:28][C:26](=[O:27])[NH:25][C:20]1[CH:21]=[CH:22][CH:23]=[CH:24][C:19]=1[NH:18][C:16](=[O:17])[C:15]1[CH:33]=[C:34]([O:36][CH3:37])[CH:35]=[C:13]([CH2:12][OH:11])[CH:14]=1)([CH3:32])([CH3:30])[CH3:31].